This data is from Forward reaction prediction with 1.9M reactions from USPTO patents (1976-2016). The task is: Predict the product of the given reaction. (1) Given the reactants F[C:2]([F:15])(F)S(OS(C(F)(F)F)(=O)=O)(=O)=O.[F:16][C:17]1[CH:22]=C(F)[CH:20]=[CH:19][C:18]=1[C@@:24]1([NH:52][C:53]([NH:55][C:56](=[O:63])[C:57]2[CH:62]=[CH:61][CH:60]=[CH:59][CH:58]=2)=[S:54])[C@H:28]([CH2:29]O)[C@@H:27]([CH2:31][O:32][C:33]([C:46]2[CH:51]=[CH:50][CH:49]=[CH:48][CH:47]=2)(C2C=CC=CC=2)[C:34]2[CH:39]=[CH:38][CH:37]=[CH:36][CH:35]=2)[O:26][CH2:25]1, predict the reaction product. The product is: [F:16][C:17]1[CH:22]=[C:2]([F:15])[CH:20]=[CH:19][C:18]=1[C@:24]12[CH2:25][O:26][C@H:27]([CH2:31][O:32][C:33]([C:34]3[CH:39]=[CH:38][CH:37]=[CH:36][CH:35]=3)([C:46]3[CH:47]=[CH:48][CH:49]=[CH:50][CH:51]=3)[C:34]3[CH:39]=[CH:38][CH:37]=[CH:36][CH:35]=3)[C@H:28]1[CH2:29][S:54][C:53]([NH:55][C:56](=[O:63])[C:57]1[CH:58]=[CH:59][CH:60]=[CH:61][CH:62]=1)=[N:52]2. (2) The product is: [F:7][C:8]1[CH:9]=[C:10]([CH:11]=[CH:12][C:13]=1[N+:14]([O-:16])=[O:15])[O:17][CH2:19][CH2:20][O:21][CH:22]1[CH2:27][CH2:26][CH2:25][CH2:24][O:23]1. Given the reactants C(=O)([O-])[O-].[K+].[K+].[F:7][C:8]1[CH:9]=[C:10]([OH:17])[CH:11]=[CH:12][C:13]=1[N+:14]([O-:16])=[O:15].Br[CH2:19][CH2:20][O:21][CH:22]1[CH2:27][CH2:26][CH2:25][CH2:24][O:23]1, predict the reaction product. (3) Given the reactants [OH:1][C:2]1([CH2:9][NH:10][C:11]([C:13]2[C:14]3[CH:15]=[CH:16][C:17](Cl)=[N:18][C:19]=3[CH:20]=[CH:21][C:22]=2[Cl:23])=[O:12])[CH2:7][CH2:6][CH2:5][CH:4]([CH3:8])[CH2:3]1.CCN(C(C)C)C(C)C.[F:34][C@@H:35]1[CH2:39][CH2:38][NH:37][CH2:36]1, predict the reaction product. The product is: [OH:1][C:2]1([CH2:9][NH:10][C:11]([C:13]2[C:14]3[CH:15]=[CH:16][C:17]([N:37]4[CH2:38][CH2:39][C@H:35]([F:34])[CH2:36]4)=[N:18][C:19]=3[CH:20]=[CH:21][C:22]=2[Cl:23])=[O:12])[CH2:7][CH2:6][CH2:5][CH:4]([CH3:8])[CH2:3]1. (4) Given the reactants [Br:1][C:2]1[CH:3]=[C:4]([CH:6]=[C:7]([CH:18]2[CH2:20][CH2:19]2)[C:8]=1[O:9][C:10]1[CH:15]=[CH:14][C:13]([F:16])=[CH:12][C:11]=1[F:17])[NH2:5].C(N(CC)CC)C.[CH2:28]([S:30](Cl)(=[O:32])=[O:31])[CH3:29].[OH-].[Na+].[Cl-].[NH4+], predict the reaction product. The product is: [Br:1][C:2]1[CH:3]=[C:4]([NH:5][S:30]([CH2:28][CH3:29])(=[O:32])=[O:31])[CH:6]=[C:7]([CH:18]2[CH2:20][CH2:19]2)[C:8]=1[O:9][C:10]1[CH:15]=[CH:14][C:13]([F:16])=[CH:12][C:11]=1[F:17]. (5) The product is: [Cl:1][C:2]1[CH:11]=[CH:10][C:5]([C:6](=[O:8])[CH2:21][C:19]2[CH:18]=[CH:17][N:16]=[C:15]([Cl:14])[N:20]=2)=[CH:4][C:3]=1[O:12][CH3:13]. Given the reactants [Cl:1][C:2]1[CH:11]=[CH:10][C:5]([C:6]([O:8]C)=O)=[CH:4][C:3]=1[O:12][CH3:13].[Cl:14][C:15]1[N:20]=[C:19]([CH3:21])[CH:18]=[CH:17][N:16]=1, predict the reaction product. (6) Given the reactants N[C:2]1[CH:3]=[C:4]([CH:7]=[C:8]([Br:10])[CH:9]=1)[C:5]#[N:6].[BH3-][C:12]#[N:13].[Na+].[CH3:15]COC(C)=O.C([O-])(O)=O.[Na+], predict the reaction product. The product is: [Br:10][C:8]1[CH:7]=[C:4]([CH:3]=[C:2]([N:13]([CH3:12])[CH3:15])[CH:9]=1)[C:5]#[N:6].